This data is from Full USPTO retrosynthesis dataset with 1.9M reactions from patents (1976-2016). The task is: Predict the reactants needed to synthesize the given product. (1) Given the product [F:1][C:2]1[CH:3]=[C:4]([C:18]2[CH:23]=[N:22][C:21]([C:24]3[CH:29]=[CH:28][C:27]([O:30][CH:31]([CH3:32])[CH3:33])=[C:26]([C:34]([F:37])([F:35])[F:36])[CH:25]=3)=[N:20][CH:19]=2)[C:5]([O:16][CH3:17])=[C:6]([CH2:8][CH2:9][CH2:10][C:11]([OH:13])=[O:12])[CH:7]=1, predict the reactants needed to synthesize it. The reactants are: [F:1][C:2]1[CH:3]=[C:4]([C:18]2[CH:19]=[N:20][C:21]([C:24]3[CH:29]=[CH:28][C:27]([O:30][CH:31]([CH3:33])[CH3:32])=[C:26]([C:34]([F:37])([F:36])[F:35])[CH:25]=3)=[N:22][CH:23]=2)[C:5]([O:16][CH3:17])=[C:6]([CH2:8][CH2:9][CH2:10][C:11]([O:13]CC)=[O:12])[CH:7]=1.[OH-].[Na+]. (2) Given the product [OH:1][C@H:2]1[CH2:6][CH2:5][C@H:4](/[CH:7]=[CH:8]/[CH2:9][C:10]([CH3:23])([O:16][CH:17]2[CH2:22][CH2:21][CH2:20][CH2:19][O:18]2)[CH2:11][CH2:12][CH2:13][CH2:14][CH3:15])[C@H:3]1[CH2:24][CH2:25][S:26][C:27]1[S:28][CH:29]=[C:30]([C:32]([O:34][CH3:36])=[O:33])[N:31]=1, predict the reactants needed to synthesize it. The reactants are: [OH:1][C@H:2]1[CH2:6][CH2:5][C@H:4](/[CH:7]=[CH:8]/[CH2:9][C:10]([CH3:23])([O:16][CH:17]2[CH2:22][CH2:21][CH2:20][CH2:19][O:18]2)[CH2:11][CH2:12][CH2:13][CH2:14][CH3:15])[C@H:3]1[CH2:24][CH2:25][S:26][C:27]1[S:28][CH:29]=[C:30]([C:32]([OH:34])=[O:33])[N:31]=1.[I-].[CH4:36]. (3) Given the product [NH2:8][C:6]1[CH:5]=[CH:4][C:3]([NH:11][C:12](=[O:19])[C:13]2[CH:18]=[CH:17][CH:16]=[CH:15][CH:14]=2)=[C:2]([CH3:1])[CH:7]=1, predict the reactants needed to synthesize it. The reactants are: [CH3:1][C:2]1[CH:7]=[C:6]([N+:8]([O-])=O)[CH:5]=[CH:4][C:3]=1[NH:11][C:12](=[O:19])[C:13]1[CH:18]=[CH:17][CH:16]=[CH:15][CH:14]=1.O.O.[Sn](Cl)Cl.C([O-])(O)=O.[Na+].